From a dataset of Forward reaction prediction with 1.9M reactions from USPTO patents (1976-2016). Predict the product of the given reaction. Given the reactants [CH3:1][N:2]1[C:7](=[O:8])[C:6]([NH:9][C:10]2[CH:19]=[C:13]3[CH2:14][N:15]([CH3:18])[CH2:16][CH2:17][N:12]3[N:11]=2)=[CH:5][C:4]([C:20]2[CH:25]=[CH:24][N:23]=[C:22]([N:26]3[C:38](=[O:39])[C:37]4[S:36][C:35]5[CH2:34][CH2:33][CH2:32][CH2:31][C:30]=5[C:29]=4[CH:28]=[N:27]3)[C:21]=2[CH:40]=[O:41])=[CH:3]1.[BH4-].[Na+], predict the reaction product. The product is: [OH:41][CH2:40][C:21]1[C:22]([N:26]2[C:38](=[O:39])[C:37]3[S:36][C:35]4[CH2:34][CH2:33][CH2:32][CH2:31][C:30]=4[C:29]=3[CH:28]=[N:27]2)=[N:23][CH:24]=[CH:25][C:20]=1[C:4]1[CH:5]=[C:6]([NH:9][C:10]2[CH:19]=[C:13]3[CH2:14][N:15]([CH3:18])[CH2:16][CH2:17][N:12]3[N:11]=2)[C:7](=[O:8])[N:2]([CH3:1])[CH:3]=1.